Dataset: NCI-60 drug combinations with 297,098 pairs across 59 cell lines. Task: Regression. Given two drug SMILES strings and cell line genomic features, predict the synergy score measuring deviation from expected non-interaction effect. (1) Drug 1: CC1=C(C(=O)C2=C(C1=O)N3CC4C(C3(C2COC(=O)N)OC)N4)N. Drug 2: C1CC(C1)(C2=CC=C(C=C2)C3=C(C=C4C(=N3)C=CN5C4=NNC5=O)C6=CC=CC=C6)N. Cell line: SK-OV-3. Synergy scores: CSS=54.4, Synergy_ZIP=-2.65, Synergy_Bliss=-3.65, Synergy_Loewe=0.124, Synergy_HSA=3.12. (2) Drug 1: C1CN1P(=S)(N2CC2)N3CC3. Drug 2: CCCCCOC(=O)NC1=NC(=O)N(C=C1F)C2C(C(C(O2)C)O)O. Cell line: OVCAR-5. Synergy scores: CSS=0.0690, Synergy_ZIP=4.84, Synergy_Bliss=0.0725, Synergy_Loewe=-6.14, Synergy_HSA=-0.929. (3) Drug 1: CC1C(C(CC(O1)OC2CC(OC(C2O)C)OC3=CC4=CC5=C(C(=O)C(C(C5)C(C(=O)C(C(C)O)O)OC)OC6CC(C(C(O6)C)O)OC7CC(C(C(O7)C)O)OC8CC(C(C(O8)C)O)(C)O)C(=C4C(=C3C)O)O)O)O. Drug 2: C1=NC2=C(N1)C(=S)N=CN2. Cell line: U251. Synergy scores: CSS=40.2, Synergy_ZIP=-7.87, Synergy_Bliss=-0.913, Synergy_Loewe=-9.18, Synergy_HSA=0.412. (4) Drug 1: CC(CN1CC(=O)NC(=O)C1)N2CC(=O)NC(=O)C2. Drug 2: C1CC(C1)(C(=O)O)C(=O)O.[NH2-].[NH2-].[Pt+2]. Cell line: HCT116. Synergy scores: CSS=49.2, Synergy_ZIP=0.623, Synergy_Bliss=0.234, Synergy_Loewe=4.62, Synergy_HSA=5.54. (5) Drug 1: C1CCC(CC1)NC(=O)N(CCCl)N=O. Drug 2: C(=O)(N)NO. Cell line: SR. Synergy scores: CSS=53.9, Synergy_ZIP=0.0959, Synergy_Bliss=0.395, Synergy_Loewe=-10.6, Synergy_HSA=1.66. (6) Drug 1: CC1=C(C=C(C=C1)C(=O)NC2=CC(=CC(=C2)C(F)(F)F)N3C=C(N=C3)C)NC4=NC=CC(=N4)C5=CN=CC=C5. Drug 2: CCC1(C2=C(COC1=O)C(=O)N3CC4=CC5=C(C=CC(=C5CN(C)C)O)N=C4C3=C2)O.Cl. Cell line: ACHN. Synergy scores: CSS=40.4, Synergy_ZIP=3.69, Synergy_Bliss=1.77, Synergy_Loewe=-41.3, Synergy_HSA=-6.02. (7) Drug 1: CC12CCC3C(C1CCC2OP(=O)(O)O)CCC4=C3C=CC(=C4)OC(=O)N(CCCl)CCCl.[Na+]. Drug 2: CC1C(C(CC(O1)OC2CC(CC3=C2C(=C4C(=C3O)C(=O)C5=C(C4=O)C(=CC=C5)OC)O)(C(=O)CO)O)N)O.Cl. Cell line: UACC-257. Synergy scores: CSS=50.5, Synergy_ZIP=1.23, Synergy_Bliss=5.64, Synergy_Loewe=3.41, Synergy_HSA=7.54.